Dataset: Full USPTO retrosynthesis dataset with 1.9M reactions from patents (1976-2016). Task: Predict the reactants needed to synthesize the given product. (1) Given the product [F:1][C:2]1[C:7]([F:8])=[CH:6][CH:5]=[CH:4][C:3]=1[C:9]1[N:17]=[C:12]2[CH:13]=[N:14][N:15]([CH2:19][C:20]3[CH:29]=[CH:28][C:27]4[C:22](=[CH:23][CH:24]=[CH:25][CH:26]=4)[CH:21]=3)[CH:16]=[C:11]2[N:10]=1, predict the reactants needed to synthesize it. The reactants are: [F:1][C:2]1[C:7]([F:8])=[CH:6][CH:5]=[CH:4][C:3]=1[C:9]1[N:17]=[C:12]2[CH:13]=[N:14][NH:15][CH:16]=[C:11]2[N:10]=1.Cl[CH2:19][C:20]1[CH:29]=[CH:28][C:27]2[C:22](=[CH:23][CH:24]=[CH:25][CH:26]=2)[CH:21]=1. (2) The reactants are: O[C:2]1[C:7]([CH2:8][CH2:9][CH3:10])=[C:6]([OH:11])[CH:5]=[CH:4][C:3]=1[C:12]([C:15]1[CH:20]=[CH:19][CH:18]=[CH:17][CH:16]=1)=[N:13][OH:14]. Given the product [C:15]1([C:12]2[C:3]3[CH:4]=[CH:5][C:6]([OH:11])=[C:7]([CH2:8][CH2:9][CH3:10])[C:2]=3[O:14][N:13]=2)[CH:20]=[CH:19][CH:18]=[CH:17][CH:16]=1, predict the reactants needed to synthesize it. (3) Given the product [CH3:31][NH:30][C:26]1[N:27]=[CH:28][N:29]=[C:24]([C:2]2[NH:6][C:5]([C:15]3[CH:16]=[CH:17][CH:18]=[CH:19][CH:20]=3)=[C:4]([C:21]#[N:22])[CH:3]=2)[CH:25]=1, predict the reactants needed to synthesize it. The reactants are: Br[C:2]1[N:6](COCC[Si](C)(C)C)[C:5]([C:15]2[CH:20]=[CH:19][CH:18]=[CH:17][CH:16]=2)=[C:4]([C:21]#[N:22])[CH:3]=1.Cl[C:24]1[C:25]2C=[CH:31][N:30](COCC[Si](C)(C)C)[C:26]=2[N:27]=[CH:28][N:29]=1. (4) Given the product [Cl:17][C:8]1[CH:9]=[CH:10][N:6]([S:3]([N:2]([CH3:11])[CH3:1])(=[O:4])=[O:5])[N:7]=1, predict the reactants needed to synthesize it. The reactants are: [CH3:1][N:2]([CH3:11])[S:3]([N:6]1[CH:10]=[CH:9][CH:8]=[N:7]1)(=[O:5])=[O:4].C([Li])CCC.[Cl:17]C(Cl)(Cl)C(Cl)(Cl)Cl. (5) Given the product [Cl:1][C:2]1[CH:3]=[C:4]2[C:13](=[C:14]3[C:19]=1[CH:18]=[CH:17][CH:16]=[N:15]3)[NH:12][S:11](=[O:21])(=[O:20])[C:10]1[C:5]2=[CH:6][C:7]([N:27]2[CH2:28][CH2:29][CH:24]([OH:23])[CH2:25][CH2:26]2)=[CH:8][CH:9]=1, predict the reactants needed to synthesize it. The reactants are: [Cl:1][C:2]1[CH:3]=[C:4]2[C:13](=[C:14]3[C:19]=1[CH:18]=[CH:17][CH:16]=[N:15]3)[NH:12][S:11](=[O:21])(=[O:20])[C:10]1[C:5]2=[CH:6][C:7](F)=[CH:8][CH:9]=1.[OH:23][CH:24]1[CH2:29][CH2:28][NH:27][CH2:26][CH2:25]1. (6) Given the product [CH3:11][C:12]1[CH:17]=[CH:16][C:15]([S:18]([C:21]2[CH:26]=[CH:25][CH:24]=[CH:23][CH:22]=2)(=[O:20])=[O:19])=[CH:14][C:13]=1[S:27]([NH:30][CH:31]1[CH2:36][CH2:35][NH:34][CH2:33][CH2:32]1)(=[O:28])=[O:29], predict the reactants needed to synthesize it. The reactants are: FC(F)(F)C(O)=O.ClCCl.[CH3:11][C:12]1[CH:17]=[CH:16][C:15]([S:18]([C:21]2[CH:26]=[CH:25][CH:24]=[CH:23][CH:22]=2)(=[O:20])=[O:19])=[CH:14][C:13]=1[S:27]([NH:30][CH:31]1[CH2:36][CH2:35][N:34](C(OC(C)(C)C)=O)[CH2:33][CH2:32]1)(=[O:29])=[O:28]. (7) Given the product [NH:15]1[C:23]2[C:18](=[CH:19][CH:20]=[CH:21][CH:22]=2)[C:17]([CH2:24][CH2:25][NH:26][C:12]([C:3]2[C:2]([OH:1])=[C:11]3[C:6]([CH:7]=[CH:8][CH:9]=[N:10]3)=[CH:5][CH:4]=2)=[O:14])=[CH:16]1, predict the reactants needed to synthesize it. The reactants are: [OH:1][C:2]1[C:3]([C:12]([OH:14])=O)=[CH:4][CH:5]=[C:6]2[C:11]=1[N:10]=[CH:9][CH:8]=[CH:7]2.[NH:15]1[C:23]2[C:18](=[CH:19][CH:20]=[CH:21][CH:22]=2)[C:17]([CH2:24][CH2:25][NH2:26])=[CH:16]1.ON1C2C=CC=CC=2N=N1.Cl.CN(C)CCCN=C=NCC.C(N(CC)CC)C. (8) Given the product [CH3:16][CH:10]1[CH:11]([C:12]([O:14][CH3:15])=[O:13])[C:7](=[O:6])[CH2:8][S:9]1, predict the reactants needed to synthesize it. The reactants are: CC[O-].[Na+].C[O:6][C:7](=O)[CH2:8][S:9][CH:10]([CH3:16])[CH2:11][C:12]([O:14][CH3:15])=[O:13].C(O)(=O)C. (9) Given the product [F:1][C:2]1[CH:7]=[CH:6][CH:5]=[CH:4][C:3]=1[C:8]1[CH:13]=[CH:12][C:11]([C:14]([OH:16])=[O:15])=[CH:10][C:9]=1[CH2:18][O:19][CH3:20], predict the reactants needed to synthesize it. The reactants are: [F:1][C:2]1[CH:7]=[CH:6][CH:5]=[CH:4][C:3]=1[C:8]1[CH:13]=[CH:12][C:11]([C:14]([O:16]C)=[O:15])=[CH:10][C:9]=1[CH2:18][O:19][CH3:20].CO.O.O.[OH-].[Li+]. (10) Given the product [C:1]([O:5][C:6](=[O:39])[NH:7][C@@H:8]1[CH2:13][CH2:12][CH2:11][N:10]([C:14]2[C:19]([C:40]#[N:41])=[CH:18][N:17]=[C:16]3[NH:21][CH:22]=[C:23]([NH:24][C:25]([C:27]4[CH:28]=[N:29][N:30]([CH2:32][C:33]5[CH:38]=[CH:37][CH:36]=[CH:35][CH:34]=5)[CH:31]=4)=[O:26])[C:15]=23)[CH2:9]1)([CH3:4])([CH3:3])[CH3:2], predict the reactants needed to synthesize it. The reactants are: [C:1]([O:5][C:6](=[O:39])[NH:7][C@@H:8]1[CH2:13][CH2:12][CH2:11][N:10]([C:14]2[C:19](Br)=[CH:18][N:17]=[C:16]3[NH:21][CH:22]=[C:23]([NH:24][C:25]([C:27]4[CH:28]=[N:29][N:30]([CH2:32][C:33]5[CH:38]=[CH:37][CH:36]=[CH:35][CH:34]=5)[CH:31]=4)=[O:26])[C:15]=23)[CH2:9]1)([CH3:4])([CH3:3])[CH3:2].[C:40]([Zn]C#N)#[N:41].